From a dataset of Full USPTO retrosynthesis dataset with 1.9M reactions from patents (1976-2016). Predict the reactants needed to synthesize the given product. (1) Given the product [Br:1][C:2]1[CH:3]=[CH:4][C:5]([CH2:8][NH:9][C:10]([N:49]2[CH2:50][CH2:51][CH:46]([C:44](=[O:45])[C:41]3[CH:42]=[CH:43][C:38]([Br:37])=[CH:39][CH:40]=3)[CH2:47][CH2:48]2)=[O:28])=[CH:6][CH:7]=1, predict the reactants needed to synthesize it. The reactants are: [Br:1][C:2]1[CH:7]=[CH:6][C:5]([CH2:8][NH:9][C:10]2C=CC=CC=2)=[CH:4][CH:3]=1.C(N(C(C)C)C(C)C)C.ClC(Cl)([O:28]C(=O)OC(Cl)(Cl)Cl)Cl.[Br:37][C:38]1[CH:43]=[CH:42][C:41]([C:44]([CH:46]2[CH2:51][CH2:50][NH:49][CH2:48][CH2:47]2)=[O:45])=[CH:40][CH:39]=1. (2) Given the product [Cl:1][C:2]1[CH:3]=[CH:4][C:5]([C:8]2[C:12]3[CH:13]=[CH:14][C:15]([CH2:17][CH2:18][CH2:19][CH2:20][N:26]([CH2:30][CH2:31][OH:32])[CH2:27][CH2:28][OH:29])=[CH:16][C:11]=3[S:10][N:9]=2)=[CH:6][CH:7]=1, predict the reactants needed to synthesize it. The reactants are: [Cl:1][C:2]1[CH:7]=[CH:6][C:5]([C:8]2[C:12]3[CH:13]=[CH:14][C:15]([CH2:17][CH2:18][CH2:19][CH2:20]OS(C)(=O)=O)=[CH:16][C:11]=3[S:10][N:9]=2)=[CH:4][CH:3]=1.[NH:26]([CH2:30][CH2:31][OH:32])[CH2:27][CH2:28][OH:29]. (3) Given the product [F:24][C:2]([F:1])([F:23])[C:3]1[CH:4]=[CH:5][C:6]([N:9]2[CH2:22][CH2:21][C:12]3[N:13]([CH2:33][CH2:32][C:29]4[CH:28]=[N:27][C:26]([CH3:25])=[CH:31][CH:30]=4)[C:14]4[CH:15]=[CH:16][C:17]([CH3:20])=[CH:18][C:19]=4[C:11]=3[CH2:10]2)=[CH:7][CH:8]=1, predict the reactants needed to synthesize it. The reactants are: [F:1][C:2]([F:24])([F:23])[C:3]1[CH:8]=[CH:7][C:6]([N:9]2[CH2:22][CH2:21][C:12]3[NH:13][C:14]4[CH:15]=[CH:16][C:17]([CH3:20])=[CH:18][C:19]=4[C:11]=3[CH2:10]2)=[CH:5][CH:4]=1.[CH3:25][C:26]1[CH:31]=[CH:30][C:29]([CH:32]=[CH2:33])=[CH:28][N:27]=1.[OH-].[K+]. (4) Given the product [C:38]([O:37][C:35]([N:29]1[CH2:34][CH2:33][N:32]([CH2:27][C:13]2[C:14]([C:22]3[S:23][CH:24]=[CH:25][CH:26]=3)=[N:15][C:16]3[C:21]([C:12]=2[C:10](=[O:11])[NH:9][C@H:7]([CH:1]2[CH2:6][CH2:5][CH2:4][CH2:3][CH2:2]2)[CH3:8])=[CH:20][CH:19]=[CH:18][CH:17]=3)[CH2:31][CH2:30]1)=[O:36])([CH3:41])([CH3:39])[CH3:40], predict the reactants needed to synthesize it. The reactants are: [CH:1]1([C@@H:7]([NH:9][C:10]([C:12]2[C:21]3[C:16](=[CH:17][CH:18]=[CH:19][CH:20]=3)[N:15]=[C:14]([C:22]3[S:23][CH:24]=[CH:25][CH:26]=3)[C:13]=2[CH2:27]Br)=[O:11])[CH3:8])[CH2:6][CH2:5][CH2:4][CH2:3][CH2:2]1.[N:29]1([C:35]([O:37][C:38]([CH3:41])([CH3:40])[CH3:39])=[O:36])[CH2:34][CH2:33][NH:32][CH2:31][CH2:30]1.C([O-])([O-])=O.[K+].[K+]. (5) Given the product [NH:3]1[C:4]2[CH:9]=[CH:8][CH:7]=[CH:6][C:5]=2[N:1]=[C:2]1[CH:10]([NH:20][C:21]([NH:23][CH2:24][C:25]1[N:38]=[C:34]([CH3:33])[S:35][CH:26]=1)=[O:22])[CH2:11][C:12]1[CH:13]=[CH:14][C:15]([O:18][CH3:19])=[CH:16][CH:17]=1, predict the reactants needed to synthesize it. The reactants are: [NH:1]1[C:5]2[CH:6]=[CH:7][CH:8]=[CH:9][C:4]=2[N:3]=[C:2]1[CH:10]([NH:20][C:21]([NH:23][CH2:24][C:25]1C=CC=C[C:26]=1OC)=[O:22])[CH2:11][C:12]1[CH:17]=[CH:16][C:15]([O:18][CH3:19])=[CH:14][CH:13]=1.[CH3:33][C:34]1[S:35]C=C(CN)[N:38]=1.C(O)(C(F)(F)F)=O. (6) Given the product [C:31]1([NH:30][C:22]2[CH:21]=[C:20]([C:18]3[N:19]=[C:14]([NH:13][C@@H:10]4[CH2:11][CH2:12][NH:8][CH2:9]4)[C:15]4[S:29][CH:28]=[CH:27][C:16]=4[N:17]=3)[CH:25]=[CH:24][N:23]=2)[CH:36]=[CH:35][CH:34]=[CH:33][CH:32]=1, predict the reactants needed to synthesize it. The reactants are: C(OC([N:8]1[CH2:12][CH2:11][C@@H:10]([NH:13][C:14]2[C:15]3[S:29][CH:28]=[CH:27][C:16]=3[N:17]=[C:18]([C:20]3[CH:25]=[CH:24][N:23]=[C:22](Cl)[CH:21]=3)[N:19]=2)[CH2:9]1)=O)(C)(C)C.[NH2:30][C:31]1[CH:36]=[CH:35][CH:34]=[CH:33][CH:32]=1.CC1(C)C2C(=C(P(C3C=CC=CC=3)C3C=CC=CC=3)C=CC=2)OC2C(P(C3C=CC=CC=3)C3C=CC=CC=3)=CC=CC1=2.CC([O-])(C)C.[Na+].C(O)(C(F)(F)F)=O. (7) Given the product [CH:6]([O:7][CH2:24][CH2:23][CH2:22][CH2:21][OH:2])=[CH2:5].[CH:9]([O:8][CH2:6][CH:5]([CH3:11])[CH3:10])=[CH2:19], predict the reactants needed to synthesize it. The reactants are: C[OH:2].N([C:5]([CH3:11])([CH3:10])[C:6]([O:8][CH3:9])=[O:7])=N[C:5]([CH3:11])([CH3:10])[C:6]([O:8][CH3:9])=[O:7].[CH3:19]C[CH2:21][CH2:22][CH2:23][CH3:24]. (8) Given the product [F:13][C:14]1[CH:33]=[CH:32][C:17]([O:18][C:19]2[C:20]([C:29]([NH:1][C:2]3[CH:3]=[C:4]([CH:10]=[CH:11][CH:12]=3)[C:5]([OH:7])=[O:6])=[O:30])=[N:21][C:22]3[C:27]([N:28]=2)=[CH:26][CH:25]=[CH:24][CH:23]=3)=[C:16]([O:34][CH3:35])[CH:15]=1, predict the reactants needed to synthesize it. The reactants are: [NH2:1][C:2]1[CH:3]=[C:4]([CH:10]=[CH:11][CH:12]=1)[C:5]([O:7]CC)=[O:6].[F:13][C:14]1[CH:33]=[CH:32][C:17]([O:18][C:19]2[C:20]([C:29](O)=[O:30])=[N:21][C:22]3[C:27]([N:28]=2)=[CH:26][CH:25]=[CH:24][CH:23]=3)=[C:16]([O:34][CH3:35])[CH:15]=1.CN(C(ON1N=NC2C=CC=NC1=2)=[N+](C)C)C.F[P-](F)(F)(F)(F)F.CCN(CC)CC.[OH-].[Li+]. (9) The reactants are: O[CH2:2][C:3]1[CH:8]=[CH:7][NH:6][C:5](=[O:9])[CH:4]=1.[BrH:10]. Given the product [Br:10][CH2:2][C:3]1[CH:8]=[CH:7][NH:6][C:5](=[O:9])[CH:4]=1, predict the reactants needed to synthesize it.